This data is from Forward reaction prediction with 1.9M reactions from USPTO patents (1976-2016). The task is: Predict the product of the given reaction. Given the reactants [CH3:1][S:2]([C:5]1[CH:10]=[CH:9][C:8]([C:11]2[CH:16]=[CH:15][C:14]([NH2:17])=[CH:13][C:12]=2[C:18]([F:21])([F:20])[F:19])=[CH:7][CH:6]=1)(=[O:4])=[O:3].N1([C:27](N2C=CN=C2)=[S:28])C=CN=C1, predict the reaction product. The product is: [N:17]([C:14]1[CH:15]=[CH:16][C:11]([C:8]2[CH:7]=[CH:6][C:5]([S:2]([CH3:1])(=[O:4])=[O:3])=[CH:10][CH:9]=2)=[C:12]([C:18]([F:19])([F:20])[F:21])[CH:13]=1)=[C:27]=[S:28].